Dataset: Catalyst prediction with 721,799 reactions and 888 catalyst types from USPTO. Task: Predict which catalyst facilitates the given reaction. (1) Reactant: [CH3:1][O:2][C:3]1[CH:4]=[C:5]([C@@H:9]([N:11]([CH3:20])[C@H:12]([C:14]2[CH:19]=[CH:18][CH:17]=[CH:16][CH:15]=2)[CH3:13])[CH3:10])[CH:6]=[CH:7][CH:8]=1.[CH3:21]N(C)C=O.C[I:27]. Product: [I-:27].[CH3:1][O:2][C:3]1[CH:4]=[C:5]([C@@H:9]([N+:11]([CH3:21])([CH3:20])[C@H:12]([C:14]2[CH:19]=[CH:18][CH:17]=[CH:16][CH:15]=2)[CH3:13])[CH3:10])[CH:6]=[CH:7][CH:8]=1. The catalyst class is: 13. (2) Reactant: C(OC([NH:8][C@@H:9]([CH:52]([CH3:54])[CH3:53])[C:10]([O:12][CH2:13][CH2:14][N:15]1[CH2:20][CH2:19][N:18]([CH2:21][C:22]2[CH:23]=[N:24][C:25]([C:28]3[S:36][C:35]4[C:30](=[N:31][CH:32]=[CH:33][C:34]=4[O:37][C:38]4[CH:43]=[CH:42][C:41]([NH:44][C:45]([NH:47][CH:48]5[CH2:50][CH2:49]5)=[O:46])=[CH:40][C:39]=4[F:51])[CH:29]=3)=[CH:26][CH:27]=2)[CH2:17][CH2:16]1)=[O:11])=O)(C)(C)C.C(O)(C(F)(F)F)=O. Product: [NH2:8][C@@H:9]([CH:52]([CH3:54])[CH3:53])[C:10]([O:12][CH2:13][CH2:14][N:15]1[CH2:20][CH2:19][N:18]([CH2:21][C:22]2[CH:23]=[N:24][C:25]([C:28]3[S:36][C:35]4[C:30](=[N:31][CH:32]=[CH:33][C:34]=4[O:37][C:38]4[CH:43]=[CH:42][C:41]([NH:44][C:45]([NH:47][CH:48]5[CH2:49][CH2:50]5)=[O:46])=[CH:40][C:39]=4[F:51])[CH:29]=3)=[CH:26][CH:27]=2)[CH2:17][CH2:16]1)=[O:11]. The catalyst class is: 2. (3) Reactant: [NH2:1][C:2]1[CH:3]=[C:4]2[C:9](=[CH:10][CH:11]=1)[N:8]=[CH:7][C:6]([C:12]#[N:13])=[C:5]2[NH:14][C:15]1[CH:20]=[CH:19][C:18]([F:21])=[C:17]([Cl:22])[CH:16]=1.[C:23]([O:27][C:28]([N:30]1[CH2:35][CH2:34][CH2:33][CH:32]([CH:36]=O)[CH2:31]1)=[O:29])([CH3:26])([CH3:25])[CH3:24].[BH3-]C#N.[Na+]. Product: [C:23]([O:27][C:28]([N:30]1[CH2:35][CH2:34][CH2:33][CH:32]([CH2:36][NH:1][C:2]2[CH:3]=[C:4]3[C:9](=[CH:10][CH:11]=2)[N:8]=[CH:7][C:6]([C:12]#[N:13])=[C:5]3[NH:14][C:15]2[CH:20]=[CH:19][C:18]([F:21])=[C:17]([Cl:22])[CH:16]=2)[CH2:31]1)=[O:29])([CH3:26])([CH3:24])[CH3:25]. The catalyst class is: 14. (4) Reactant: [S:1]1[C:5]2[CH:6]=[CH:7][CH:8]=[CH:9][C:4]=2[N:3]=[C:2]1[CH2:10][C:11]([CH3:13])=O.[NH3:14].[C-:15]#[N:16].[Na+].[Cl-].[NH4+]. Product: [NH2:14][C:11]([CH3:13])([CH2:10][C:2]1[S:1][C:5]2[CH:6]=[CH:7][CH:8]=[CH:9][C:4]=2[N:3]=1)[C:15]#[N:16]. The catalyst class is: 138. (5) The catalyst class is: 18. Reactant: [CH2:1]([N:3]1[C:7]([CH3:8])=[C:6]([CH3:9])[N:5]=[C:4]1[SH:10])[CH3:2].[H-].[Na+].[Cl:13][C:14]1[CH:15]=[C:16]([N+:21]([O-:23])=[O:22])[CH:17]=[CH:18][C:19]=1F. Product: [Cl:13][C:14]1[CH:15]=[C:16]([N+:21]([O-:23])=[O:22])[CH:17]=[CH:18][C:19]=1[S:10][C:4]1[N:3]([CH2:1][CH3:2])[C:7]([CH3:8])=[C:6]([CH3:9])[N:5]=1.